From a dataset of Forward reaction prediction with 1.9M reactions from USPTO patents (1976-2016). Predict the product of the given reaction. Given the reactants [Li+].[CH3:2]C([N-]C(C)C)C.[C:9]([O:13][C:14](=[O:20])[CH2:15][CH2:16][C:17]([OH:19])=[O:18])([CH3:12])([CH3:11])[CH3:10].CI, predict the reaction product. The product is: [C:9]([O:13][C:14](=[O:20])[CH:15]([CH3:2])[CH2:16][C:17]([OH:19])=[O:18])([CH3:12])([CH3:10])[CH3:11].